This data is from Catalyst prediction with 721,799 reactions and 888 catalyst types from USPTO. The task is: Predict which catalyst facilitates the given reaction. (1) Reactant: [S:1]1[C:5]2=[N:6][CH:7]=[CH:8][CH:9]=[C:4]2[CH:3]=[C:2]1[CH:10]=[N:11][S:12]([C:15]1[CH:25]=[CH:24][C:18]2[O:19][CH2:20][CH2:21][CH2:22][O:23][C:17]=2[CH:16]=1)(=[O:14])=[O:13].O1CCCC1.Br[Mg][C:33]1[CH:38]=[CH:37][CH:36]=[CH:35][C:34]=1[S:39][CH3:40]. Product: [CH3:40][S:39][C:34]1[CH:35]=[CH:36][CH:37]=[CH:38][C:33]=1[CH:10]([C:2]1[S:1][C:5]2=[N:6][CH:7]=[CH:8][CH:9]=[C:4]2[CH:3]=1)[NH:11][S:12]([C:15]1[CH:25]=[CH:24][C:18]2[O:19][CH2:20][CH2:21][CH2:22][O:23][C:17]=2[CH:16]=1)(=[O:14])=[O:13]. The catalyst class is: 5. (2) Reactant: [OH:1][C:2]1[N:6]([CH3:7])[N:5]=[C:4]([C:8]([F:11])([F:10])[F:9])[CH:3]=1.[OH-].[Na+].[CH2:14]=O.[C:16]1([CH3:25])[CH:21]=[CH:20][C:19]([S:22]([O-:24])=[O:23])=[CH:18][CH:17]=1.[Na+].Cl. Product: [OH:1][C:2]1[N:6]([CH3:7])[N:5]=[C:4]([C:8]([F:11])([F:10])[F:9])[C:3]=1[CH2:14][S:22]([C:19]1[CH:20]=[CH:21][C:16]([CH3:25])=[CH:17][CH:18]=1)(=[O:24])=[O:23]. The catalyst class is: 6. (3) Reactant: [H-].[H-].[H-].[H-].[Li+].[Al+3].C[O:8][C:9]([C:11]1[C:12]2[CH:13]=[CH:14][N:15]([C:20]3[CH:25]=[CH:24][N:23]=[C:22]([NH:26][CH:27]4[CH2:32][CH2:31][CH:30]([OH:33])[CH2:29][CH2:28]4)[N:21]=3)[C:16]=2[CH:17]=[CH:18][CH:19]=1)=O.O.[OH-].[Na+]. Product: [OH:8][CH2:9][C:11]1[CH:19]=[CH:18][CH:17]=[C:16]2[C:12]=1[CH:13]=[CH:14][N:15]2[C:20]1[CH:25]=[CH:24][N:23]=[C:22]([NH:26][C@H:27]2[CH2:32][CH2:31][C@H:30]([OH:33])[CH2:29][CH2:28]2)[N:21]=1. The catalyst class is: 1. (4) Reactant: [CH:1]([C@H:4]1[CH2:9][CH2:8][C@H:7]([NH:10][C:11]2[C:20]3[C:15](=[CH:16][CH:17]=[CH:18][CH:19]=3)[C:14]([CH2:21][C:22]3[CH:27]=[CH:26][N:25]=[C:24]([O:28]C)[CH:23]=3)=[N:13][N:12]=2)[CH2:6][CH2:5]1)([CH3:3])[CH3:2].C([C@H]1CC[C@H](N)CC1)(C)C.C1C2C(=CC=CC=2)C=NN=1.N. Product: [CH:1]([C@H:4]1[CH2:5][CH2:6][C@H:7]([NH:10][C:11]2[C:20]3[C:15](=[CH:16][CH:17]=[CH:18][CH:19]=3)[C:14]([CH2:21][C:22]3[CH:27]=[CH:26][N:25]=[C:24]([OH:28])[CH:23]=3)=[N:13][N:12]=2)[CH2:8][CH2:9]1)([CH3:3])[CH3:2]. The catalyst class is: 161.